From a dataset of Forward reaction prediction with 1.9M reactions from USPTO patents (1976-2016). Predict the product of the given reaction. Given the reactants CC[C@@H](O)[C@@](O)([C@@H]1OC(=O)[C@H](C)[C@@H](O[C@@H]2O[C@@H](C)[C@H](O)[C@@](OC)(C)C2)[C@H](C)[C@@H](O[C@@H]2O[C@H](C)C[C@H](N(C)C)[C@H]2O)[C@]2(C)OC(=C(C)C2)[C@@H]1C)C.[CH3:51][CH2:52][C@H:53]1[O:68][C:66](=[O:67])[C@H:65]([CH3:69])[C@@H:64]([O:70][C@@H:71]2[O:76][C@@H:75]([CH3:77])[C@H:74]([OH:78])[C@@:73]([O:80][CH3:81])([CH3:79])[CH2:72]2)[C@H:63]([CH3:82])[C@@H:62]([O:83][C@@H:84]2[O:89][C@H:88]([CH3:90])[CH2:87][C@H:86]([N:91]([CH3:93])[CH3:92])[C@H:85]2[OH:94])[C@@:61](O)([CH3:95])[CH2:60][C@@H:59]([CH3:97])[C:57](=[O:58])[C@H:56]([CH3:98])[C@@H:55]([OH:99])[C@@:54]1([OH:101])[CH3:100].C(=O)([O-])O.[Na+], predict the reaction product. The product is: [CH3:51][CH2:52][C@H:53]1[O:68][C:66](=[O:67])[C@H:65]([CH3:69])[C@@H:64]([O:70][C@@H:71]2[O:76][C@@H:75]([CH3:77])[C@H:74]([OH:78])[C@@:73]([O:80][CH3:81])([CH3:79])[CH2:72]2)[C@H:63]([CH3:82])[C@@H:62]([O:83][C@@H:84]2[O:89][C@H:88]([CH3:90])[CH2:87][C@H:86]([N:91]([CH3:92])[CH3:93])[C@H:85]2[OH:94])[C@:61]2([CH3:95])[O:58][C:57](=[C:59]([CH3:97])[CH2:60]2)[C@H:56]([CH3:98])[C@@H:55]([OH:99])[C@@:54]1([OH:101])[CH3:100].